Dataset: Forward reaction prediction with 1.9M reactions from USPTO patents (1976-2016). Task: Predict the product of the given reaction. (1) The product is: [CH3:7][N:6]1[C:2]2[N:1]=[C:22]([SH:23])[NH:21][C:8](=[O:10])[C:3]=2[CH:4]=[N:5]1. Given the reactants [NH2:1][C:2]1[N:6]([CH3:7])[N:5]=[CH:4][C:3]=1[C:8]([O:10]CC)=O.C([N:21]=[C:22]=[S:23])(=O)C1C=CC=CC=1.CO.C(=O)([O-])[O-].[K+].[K+], predict the reaction product. (2) Given the reactants [CH3:1][NH:2][C:3]([C:5]1[N:6]=[N:7][S:8][C:9]=1[NH:10]C(OC(C)(C)C)=O)=[O:4].Cl, predict the reaction product. The product is: [CH3:1][NH:2][C:3]([C:5]1[N:6]=[N:7][S:8][C:9]=1[NH2:10])=[O:4]. (3) Given the reactants [F:1][C:2]([C:5]1[O:9][C:8]([CH2:10][N:11]2[N:15]=[C:14]([NH2:16])[CH:13]=[N:12]2)=[CH:7][CH:6]=1)([F:4])[CH3:3].[Cl:17][C:18]1[CH:19]=[C:20]([C:24]2[O:28][CH:27]=[N:26][C:25]=2[C:29](O)=[O:30])[CH:21]=[CH:22][CH:23]=1, predict the reaction product. The product is: [F:4][C:2]([C:5]1[O:9][C:8]([CH2:10][N:11]2[N:15]=[C:14]([NH:16][C:29]([C:25]3[N:26]=[CH:27][O:28][C:24]=3[C:20]3[CH:21]=[CH:22][CH:23]=[C:18]([Cl:17])[CH:19]=3)=[O:30])[CH:13]=[N:12]2)=[CH:7][CH:6]=1)([F:1])[CH3:3]. (4) Given the reactants C(OC(N1CCNCC1C1C=CC(NC(C2N=C(C3C=CC=CC=3)OC=2C(F)(F)F)=O)=CN=1)=O)(C)(C)C.[C:38]1([C:44]2[O:45][C:46]([C:74]([F:77])([F:76])[F:75])=[C:47]([C:49]([NH:51][C:52]3[CH:57]=[CH:56][C:55]([NH:58][C@H:59]4[CH2:63][CH2:62][N:61]([C:64]([CH:66]5[CH2:70][CH2:69][CH2:68][CH:67]5[C:71]([OH:73])=[O:72])=[O:65])[CH2:60]4)=[CH:54][CH:53]=3)=[O:50])[N:48]=2)[CH:43]=[CH:42][CH:41]=[CH:40][CH:39]=1, predict the reaction product. The product is: [C:38]1([C:44]2[O:45][C:46]([C:74]([F:76])([F:75])[F:77])=[C:47]([C:49]([NH:51][C:52]3[CH:57]=[CH:56][C:55]([NH:58][C@H:59]4[CH2:63][CH2:62][N:61]([C:64]([C@@H:66]5[CH2:70][CH2:69][CH2:68][C@H:67]5[C:71]([OH:73])=[O:72])=[O:65])[CH2:60]4)=[CH:54][CH:53]=3)=[O:50])[N:48]=2)[CH:39]=[CH:40][CH:41]=[CH:42][CH:43]=1. (5) Given the reactants [CH2:1]([C:5]1([N:32]([CH3:34])[CH3:33])[CH2:10][CH2:9][C:8]([C:21]2[N:22]([CH3:31])[C:23]3[C:28]([C:29]=2[CH3:30])=[CH:27][CH:26]=[CH:25][CH:24]=3)([C:11]2[NH:12][C:13]3[C:18]([C:19]=2[CH3:20])=[CH:17][CH:16]=[CH:15][CH:14]=3)[CH2:7][CH2:6]1)[CH2:2][CH2:3][CH3:4].[Cl:35][Si](C)(C)C, predict the reaction product. The product is: [ClH:35].[CH2:1]([C:5]1([N:32]([CH3:34])[CH3:33])[CH2:6][CH2:7][C:8]([C:21]2[N:22]([CH3:31])[C:23]3[C:28]([C:29]=2[CH3:30])=[CH:27][CH:26]=[CH:25][CH:24]=3)([C:11]2[NH:12][C:13]3[C:18]([C:19]=2[CH3:20])=[CH:17][CH:16]=[CH:15][CH:14]=3)[CH2:9][CH2:10]1)[CH2:2][CH2:3][CH3:4]. (6) Given the reactants [Cl:1][C:2]1[CH:11]=[C:10]2[C:5]([C:6]([N:13]3[CH2:18][CH2:17][NH:16][CH2:15][CH2:14]3)=[CH:7][C:8]([NH2:12])=[N:9]2)=[CH:4][CH:3]=1.[F:19][C:20]([F:26])([F:25])[CH2:21][N:22]=[C:23]=[S:24].C(N(C(C)C)CC)(C)C, predict the reaction product. The product is: [NH2:12][C:8]1[CH:7]=[C:6]([N:13]2[CH2:18][CH2:17][N:16]([C:23](=[S:24])[NH:22][CH2:21][C:20]([F:26])([F:25])[F:19])[CH2:15][CH2:14]2)[C:5]2[C:10](=[CH:11][C:2]([Cl:1])=[CH:3][CH:4]=2)[N:9]=1. (7) Given the reactants [NH2:1][CH2:2][C@@H:3]1[C@@H:8]([OH:9])[C@H:7]([OH:10])[C@@H:6]([OH:11])[C@H:5]([C:12]2[CH:17]=[CH:16][C:15]([Cl:18])=[C:14]([CH2:19][C:20]3[CH:25]=[CH:24][C:23]([O:26][CH2:27][CH3:28])=[CH:22][CH:21]=3)[CH:13]=2)[O:4]1.[CH2:29]([N:31]=[C:32]=[O:33])[CH3:30], predict the reaction product. The product is: [Cl:18][C:15]1[CH:16]=[CH:17][C:12]([C@@H:5]2[O:4][C@H:3]([CH2:2][NH:1][C:32]([NH:31][CH2:29][CH3:30])=[O:33])[C@@H:8]([OH:9])[C@H:7]([OH:10])[C@H:6]2[OH:11])=[CH:13][C:14]=1[CH2:19][C:20]1[CH:21]=[CH:22][C:23]([O:26][CH2:27][CH3:28])=[CH:24][CH:25]=1.